Dataset: CYP2D6 inhibition data for predicting drug metabolism from PubChem BioAssay. Task: Regression/Classification. Given a drug SMILES string, predict its absorption, distribution, metabolism, or excretion properties. Task type varies by dataset: regression for continuous measurements (e.g., permeability, clearance, half-life) or binary classification for categorical outcomes (e.g., BBB penetration, CYP inhibition). Dataset: cyp2d6_veith. (1) The compound is COc1ccc2[nH]cc(C3=CCNCC3)c2c1. The result is 0 (non-inhibitor). (2) The compound is CCCC(=O)n1nc(-c2cccnc2)nc1N. The result is 0 (non-inhibitor). (3) The drug is CCOc1ccccc1NC(=O)CCn1c(=O)oc2ccccc21. The result is 1 (inhibitor). (4) The molecule is Cn1cccc1C(=O)N1CCC2(CCN(C(=O)Nc3ccccc3)CC2)CC1. The result is 0 (non-inhibitor). (5) The molecule is Cc1cc(C(=O)N[C@H](c2ccccc2)[C@@]2(C)C[C@@H]2[C@@H](C)C(=O)Nc2ccc3ccccc3c2)no1. The result is 1 (inhibitor).